This data is from Reaction yield outcomes from USPTO patents with 853,638 reactions. The task is: Predict the reaction yield, written as a fraction of the theoretical maximum amount of product (1.0 means a 100% yield; for example, 0.34 means a 34% yield). (1) The reactants are Br[C:2]1[C:3]([F:22])=[CH:4][C:5]2[O:11][CH2:10][CH2:9][N:8]3[C:12]([CH:18]4[CH2:20][CH2:19]4)=[C:13]([C:15]([NH2:17])=[O:16])[N:14]=[C:7]3[C:6]=2[CH:21]=1.[CH3:23][C:24]1[O:28][N:27]=[C:26]([C@:29]([OH:33])([C:31]#[CH:32])[CH3:30])[N:25]=1. No catalyst specified. The product is [CH:18]1([C:12]2[N:8]3[CH2:9][CH2:10][O:11][C:5]4[CH:4]=[C:3]([F:22])[C:2]([C:32]#[C:31][C@@:29]([OH:33])([C:26]5[N:25]=[C:24]([CH3:23])[O:28][N:27]=5)[CH3:30])=[CH:21][C:6]=4[C:7]3=[N:14][C:13]=2[C:15]([NH2:17])=[O:16])[CH2:20][CH2:19]1. The yield is 0.140. (2) The product is [Cl:24][C:21]1[CH:22]=[CH:23][C:18]([C:14]2[O:15][C:16]3[CH:17]=[C:10]4[C:9](=[O:27])[N:8]([CH2:7][C:6]([CH3:28])([CH3:29])[CH2:5][C:4]([OH:30])=[O:3])[C:25](=[S:26])[N:11]4[C:12]=3[CH:13]=2)=[CH:19][CH:20]=1. The reactants are C([O:3][C:4](=[O:30])[CH2:5][C:6]([CH3:29])([CH3:28])[CH2:7][N:8]1[C:25](=[S:26])[N:11]2[C:12]3[CH:13]=[C:14]([C:18]4[CH:23]=[CH:22][C:21]([Cl:24])=[CH:20][CH:19]=4)[O:15][C:16]=3[CH:17]=[C:10]2[C:9]1=[O:27])C.O. The catalyst is C(O)(C(F)(F)F)=O. The yield is 0.830.